This data is from Full USPTO retrosynthesis dataset with 1.9M reactions from patents (1976-2016). The task is: Predict the reactants needed to synthesize the given product. (1) The reactants are: [Br:1][C:2]1[CH:7]=[CH:6][C:5]([Cl:8])=[CH:4][C:3]=1[C@H:9]([NH:11][C:12](=[O:18])[O:13][C:14]([CH3:17])([CH3:16])[CH3:15])[CH3:10].CC1OCCC1.[O:25](C(OC(C)(C)C)=O)[C:26]([O:28][C:29]([CH3:32])([CH3:31])[CH3:30])=O. Given the product [Br:1][C:2]1[CH:7]=[CH:6][C:5]([Cl:8])=[CH:4][C:3]=1[C@H:9]([N:11]([C:26]([O:28][C:29]([CH3:32])([CH3:31])[CH3:30])=[O:25])[C:12]([O:13][C:14]([CH3:17])([CH3:16])[CH3:15])=[O:18])[CH3:10], predict the reactants needed to synthesize it. (2) The reactants are: [CH3:1][O:2][C:3](=[O:25])[C:4]1[CH:9]=[CH:8][C:7](N)=[CH:6][C:5]=1[NH:11][C:12](=[O:24])[C:13]1[CH:18]=[CH:17][C:16]([O:19][C:20]([F:23])([F:22])[F:21])=[CH:15][CH:14]=1.N([O-])=[O:27].[Na+]. Given the product [CH3:1][O:2][C:3](=[O:25])[C:4]1[CH:9]=[CH:8][C:7]([OH:27])=[CH:6][C:5]=1[NH:11][C:12](=[O:24])[C:13]1[CH:18]=[CH:17][C:16]([O:19][C:20]([F:23])([F:22])[F:21])=[CH:15][CH:14]=1, predict the reactants needed to synthesize it. (3) Given the product [CH3:2][O:3][C:4](=[O:16])[C@@H:5]([NH:6][C:22](=[O:23])[C:21]1[CH:25]=[CH:26][C:18]([Cl:17])=[CH:19][C:20]=1[NH:27][S:28]([C:31]1[C:32]2[N:33]=[CH:34][CH:35]=[N:36][C:37]=2[CH:38]=[CH:39][CH:40]=1)(=[O:30])=[O:29])[CH2:7][C:8]1[CH:13]=[CH:12][C:11]([F:14])=[C:10]([Br:15])[CH:9]=1, predict the reactants needed to synthesize it. The reactants are: Cl.[CH3:2][O:3][C:4](=[O:16])[C@H:5]([CH2:7][C:8]1[CH:13]=[CH:12][C:11]([F:14])=[C:10]([Br:15])[CH:9]=1)[NH2:6].[Cl:17][C:18]1[CH:26]=[CH:25][C:21]([C:22](O)=[O:23])=[C:20]([NH:27][S:28]([C:31]2[C:32]3[N:33]=[CH:34][CH:35]=[N:36][C:37]=3[CH:38]=[CH:39][CH:40]=2)(=[O:30])=[O:29])[CH:19]=1. (4) Given the product [F:15][C:9]([F:16])([C:2]1[CH:7]=[CH:6][CH:5]=[CH:4][N:3]=1)[C:10]([O:12][CH2:13][CH3:14])=[O:11], predict the reactants needed to synthesize it. The reactants are: Br[C:2]1[CH:7]=[CH:6][CH:5]=[CH:4][N:3]=1.Br[C:9]([F:16])([F:15])[C:10]([O:12][CH2:13][CH3:14])=[O:11].P([O-])(O)(O)=O.[K+].CN(C)C=O.C(OC(C)C)(=O)C.